Dataset: CYP2C19 inhibition data for predicting drug metabolism from PubChem BioAssay. Task: Regression/Classification. Given a drug SMILES string, predict its absorption, distribution, metabolism, or excretion properties. Task type varies by dataset: regression for continuous measurements (e.g., permeability, clearance, half-life) or binary classification for categorical outcomes (e.g., BBB penetration, CYP inhibition). Dataset: cyp2c19_veith. (1) The molecule is O=C(COC(=O)C1CCN(S(=O)(=O)c2cc([N+](=O)[O-])ccc2Cl)CC1)Nc1ncc(Cl)cc1Cl. The result is 1 (inhibitor). (2) The molecule is COC(=O)[C@@]1(Cc2ccccc2)[C@H]2c3cc(C(=O)N4CCCC4)n(Cc4nc5ccccc5[nH]4)c3C[C@H]2CN1C(=O)c1ccccc1. The result is 1 (inhibitor). (3) The molecule is CC(C)NC(=O)N1CC[C@@]2(CCCN(C(=O)c3csnn3)C2)C1. The result is 0 (non-inhibitor). (4) The molecule is COc1ccc(CCNC(=O)Cc2cc(OC)c(OC)cc2[N+](=O)[O-])cc1OC. The result is 1 (inhibitor). (5) The compound is O=C(O)c1nc(-c2ccccc2)[nH]c1C(=O)O. The result is 1 (inhibitor). (6) The compound is O=C(Cn1nc(C(F)F)cc1C(F)F)N/N=C/c1ccc2c(c1)OCO2. The result is 1 (inhibitor).